This data is from NCI-60 drug combinations with 297,098 pairs across 59 cell lines. The task is: Regression. Given two drug SMILES strings and cell line genomic features, predict the synergy score measuring deviation from expected non-interaction effect. Drug 1: CN(CC1=CN=C2C(=N1)C(=NC(=N2)N)N)C3=CC=C(C=C3)C(=O)NC(CCC(=O)O)C(=O)O. Drug 2: CCC(=C(C1=CC=CC=C1)C2=CC=C(C=C2)OCCN(C)C)C3=CC=CC=C3.C(C(=O)O)C(CC(=O)O)(C(=O)O)O. Cell line: SN12C. Synergy scores: CSS=12.1, Synergy_ZIP=5.33, Synergy_Bliss=0.0200, Synergy_Loewe=-43.6, Synergy_HSA=-2.39.